Task: Predict the product of the given reaction.. Dataset: Forward reaction prediction with 1.9M reactions from USPTO patents (1976-2016) (1) Given the reactants [NH2:1][C:2]1[C:3]([C:7]([OH:9])=O)=[N:4][O:5][N:6]=1.[Cl:10][C:11]1[CH:17]=[CH:16][C:15]([Cl:18])=[CH:14][C:12]=1[NH2:13], predict the reaction product. The product is: [NH2:1][C:2]1[C:3]([C:7]([NH:13][C:12]2[CH:14]=[C:15]([Cl:18])[CH:16]=[CH:17][C:11]=2[Cl:10])=[O:9])=[N:4][O:5][N:6]=1. (2) Given the reactants Br[C:2]1[CH:11]=[CH:10][C:5]([C:6]([O:8][CH3:9])=[O:7])=[C:4]([CH3:12])[CH:3]=1.[CH3:13][N:14](C=O)C, predict the reaction product. The product is: [C:13]([C:2]1[CH:11]=[CH:10][C:5]([C:6]([O:8][CH3:9])=[O:7])=[C:4]([CH3:12])[CH:3]=1)#[N:14]. (3) Given the reactants [Cl:1][C:2]1[N:10]=[C:9]2[C:5]([N:6]=[CH:7][N:8]2[CH:11]([CH3:14])[CH2:12][CH3:13])=[C:4](Cl)[N:3]=1.C(O)CCC.[NH2:21][C:22]1[CH:27]=[CH:26][CH:25]=[CH:24][CH:23]=1, predict the reaction product. The product is: [Cl:1][C:2]1[N:10]=[C:9]2[C:5]([N:6]=[CH:7][N:8]2[CH:11]([CH3:14])[CH2:12][CH3:13])=[C:4]([NH:21][C:22]2[CH:27]=[CH:26][CH:25]=[CH:24][CH:23]=2)[N:3]=1.